This data is from CYP1A2 inhibition data for predicting drug metabolism from PubChem BioAssay. The task is: Regression/Classification. Given a drug SMILES string, predict its absorption, distribution, metabolism, or excretion properties. Task type varies by dataset: regression for continuous measurements (e.g., permeability, clearance, half-life) or binary classification for categorical outcomes (e.g., BBB penetration, CYP inhibition). Dataset: cyp1a2_veith. (1) The drug is COc1ccc(C[C@H]2c3cc(OC)c(OC)cc3CCN2C)cc1OC. The result is 0 (non-inhibitor). (2) The drug is Cn1cccc1C(=O)N1CCC[C@@]2(CCN(Cc3nccs3)C2)C1. The result is 0 (non-inhibitor). (3) The compound is N#Cc1ccccc1-c1cncnc1NCc1cccnc1. The result is 1 (inhibitor). (4) The compound is COc1ccccc1CN1CCCC2(CCN(C(=O)Oc3ccccc3)CC2)C1. The result is 0 (non-inhibitor).